This data is from Reaction yield outcomes from USPTO patents with 853,638 reactions. The task is: Predict the reaction yield, written as a fraction of the theoretical maximum amount of product (1.0 means a 100% yield; for example, 0.34 means a 34% yield). (1) The reactants are [CH:1]([C:4]1[N:5]=[C:6]([C:9]2[CH:18]=[C:17]([O:19][CH2:20][CH2:21][C@@H:22]3[NH:36][C:35](=[O:37])[N:34]([CH3:38])[CH2:33][CH2:32][CH2:31][CH2:30][CH:29]=[CH:28][C@H:27]4[C@@:25]([C:39]([O:41]CC)=[O:40])([CH2:26]4)[NH:24][C:23]3=[O:44])[C:16]3[C:11](=[C:12]([Cl:47])[C:13]([O:45][CH3:46])=[CH:14][CH:15]=3)[N:10]=2)[S:7][CH:8]=1)([CH3:3])[CH3:2].C(C1N=C(C2C=C(OCC[C@@H]3NC(=O)N(C)CCCCC=C[C@H]4[C@@](C(O)=O)(C4)NC3=O)C3C(=C(C)C(OC)=CC=3)N=2)SC=1)(C)C. No catalyst specified. The product is [CH:1]([C:4]1[N:5]=[C:6]([C:9]2[CH:18]=[C:17]([O:19][CH2:20][CH2:21][C@@H:22]3[NH:36][C:35](=[O:37])[N:34]([CH3:38])[CH2:33][CH2:32][CH2:31][CH2:30][CH:29]=[CH:28][C@H:27]4[C@@:25]([C:39]([OH:41])=[O:40])([CH2:26]4)[NH:24][C:23]3=[O:44])[C:16]3[C:11](=[C:12]([Cl:47])[C:13]([O:45][CH3:46])=[CH:14][CH:15]=3)[N:10]=2)[S:7][CH:8]=1)([CH3:3])[CH3:2]. The yield is 0.450. (2) The reactants are [C:1]1([S:7]([CH:10]([NH:33][CH2:34][C:35]2[CH:40]=[CH:39][C:38]([C:41]([CH3:44])([CH3:43])[CH3:42])=[CH:37][CH:36]=2)[C:11]2[N:16]=[C:15]([N:17]([CH2:25][C:26]([O:28]C(C)(C)C)=[O:27])C(OC(C)(C)C)=O)[CH:14]=[CH:13][CH:12]=2)(=[O:9])=[O:8])[CH:6]=[CH:5][CH:4]=[CH:3][CH:2]=1.[ClH:45].O1CCOCC1. The catalyst is C(Cl)Cl. The product is [ClH:45].[C:1]1([S:7]([CH:10]([NH:33][CH2:34][C:35]2[CH:40]=[CH:39][C:38]([C:41]([CH3:44])([CH3:43])[CH3:42])=[CH:37][CH:36]=2)[C:11]2[N:16]=[C:15]([NH:17][CH2:25][C:26]([OH:28])=[O:27])[CH:14]=[CH:13][CH:12]=2)(=[O:9])=[O:8])[CH:2]=[CH:3][CH:4]=[CH:5][CH:6]=1. The yield is 0.830. (3) The reactants are [F:1][C:2]1[C:3]([N:13]2[CH2:18][CH2:17][N:16]([CH2:19][CH2:20][C:21]3[CH:26]=[CH:25][CH:24]=[C:23]([N+:27]([O-])=O)[CH:22]=3)[CH2:15][CH2:14]2)=[C:4]2[C:9](=[CH:10][CH:11]=1)[N:8]=[C:7]([CH3:12])[CH:6]=[CH:5]2.[Cl-].[NH4+]. The catalyst is CO.O.[Fe]. The product is [F:1][C:2]1[C:3]([N:13]2[CH2:14][CH2:15][N:16]([CH2:19][CH2:20][C:21]3[CH:22]=[C:23]([CH:24]=[CH:25][CH:26]=3)[NH2:27])[CH2:17][CH2:18]2)=[C:4]2[C:9](=[CH:10][CH:11]=1)[N:8]=[C:7]([CH3:12])[CH:6]=[CH:5]2. The yield is 0.910. (4) The reactants are [F:1][C:2]([F:45])([F:44])[C:3]1[CH:4]=[C:5]([C:13]([CH3:43])([CH3:42])[C:14]([N:16]([CH3:41])[C:17]2[C:18]([C:33]3[CH:38]=[CH:37][C:36]([F:39])=[CH:35][C:34]=3[CH3:40])=[CH:19][C:20]([C@H:23]3[NH:27][C@@:26]([CH3:32])([C:28](OC)=[O:29])[CH2:25][CH2:24]3)=[N:21][CH:22]=2)=[O:15])[CH:6]=[C:7]([C:9]([F:12])([F:11])[F:10])[CH:8]=1.[NH3:46]. The catalyst is CO. The product is [F:11][C:9]([F:12])([F:10])[C:7]1[CH:6]=[C:5]([C:13]([CH3:43])([CH3:42])[C:14]([N:16]([CH3:41])[C:17]2[C:18]([C:33]3[CH:38]=[CH:37][C:36]([F:39])=[CH:35][C:34]=3[CH3:40])=[CH:19][C:20]([C@H:23]3[NH:27][C@@:26]([CH3:32])([C:28]([NH2:46])=[O:29])[CH2:25][CH2:24]3)=[N:21][CH:22]=2)=[O:15])[CH:4]=[C:3]([C:2]([F:44])([F:45])[F:1])[CH:8]=1. The yield is 0.920. (5) The reactants are C(OC(=O)[N:7]([C:10]1[S:14][C:13]([C:15]2[CH:16]=[N:17][CH:18]=[CH:19][CH:20]=2)=[N:12][C:11]=1[Cl:21])[CH2:8][CH3:9])(C)(C)C.O1CCOCC1.Cl.O1CCOCC1. The catalyst is CCOCC. The product is [ClH:21].[Cl:21][C:11]1[N:12]=[C:13]([C:15]2[CH:16]=[N:17][CH:18]=[CH:19][CH:20]=2)[S:14][C:10]=1[NH:7][CH2:8][CH3:9]. The yield is 1.00.